This data is from Catalyst prediction with 721,799 reactions and 888 catalyst types from USPTO. The task is: Predict which catalyst facilitates the given reaction. (1) Reactant: [N:1]1[CH2:2][CH:3]=[CH:4][CH:5]=[CH:6][C:7]=1[NH2:8].Cl.C1(=O)NCCCCC1.C(=O)([O-])[O-].[K+].[K+].[N:24]1[CH:29]=[CH:28][C:27]([C:30](=O)[CH2:31][C:32](OCC)=[O:33])=[N:26][CH:25]=1. Product: [N:24]1[CH:29]=[CH:28][C:27]([C:30]2[N:8]=[C:7]3[CH2:6][CH2:5][CH2:4][CH2:3][CH2:2][N:1]3[C:32](=[O:33])[CH:31]=2)=[N:26][CH:25]=1. The catalyst class is: 8. (2) Reactant: [CH3:1][C:2]1[CH:7]=[C:6]([CH3:8])[CH:5]=[CH:4][C:3]=1[N:9]1[CH:13]=[CH:12][C:11]([C:14](OCC)=[O:15])=[C:10]1[C:19]([O:21]CC)=O.O.[NH2:25][NH2:26]. Product: [CH3:1][C:2]1[CH:7]=[C:6]([CH3:8])[CH:5]=[CH:4][C:3]=1[N:9]1[C:10]2[C:19](=[O:21])[NH:25][NH:26][C:14](=[O:15])[C:11]=2[CH:12]=[CH:13]1. The catalyst class is: 8. (3) Reactant: [C:1](=[O:27])([O:25][CH3:26])[O:2][C:3]1[CH:8]=[C:7]([N+:9]([O-])=O)[C:6]([N:12]2[CH2:17][CH2:16][N:15]([CH2:18][CH3:19])[CH2:14][CH2:13]2)=[CH:5][C:4]=1[CH:20]1[CH2:24][CH2:23][CH2:22][CH2:21]1. Product: [C:1](=[O:27])([O:25][CH3:26])[O:2][C:3]1[CH:8]=[C:7]([NH2:9])[C:6]([N:12]2[CH2:17][CH2:16][N:15]([CH2:18][CH3:19])[CH2:14][CH2:13]2)=[CH:5][C:4]=1[CH:20]1[CH2:21][CH2:22][CH2:23][CH2:24]1. The catalyst class is: 29. (4) The catalyst class is: 5. Product: [Cl:1][C:2]1[CH:10]=[CH:9][C:5]([C:6]([NH2:35])=[O:7])=[CH:4][C:3]=1[C:11]1[O:15][N:14]=[C:13]([CH2:16][N:17]2[C:25]3[C:20](=[C:21]([C:28]([F:29])([F:30])[F:31])[C:22]([C:26]#[N:27])=[CH:23][CH:24]=3)[CH:19]=[C:18]2[CH2:32][CH2:33][CH3:34])[N:12]=1. Reactant: [Cl:1][C:2]1[CH:10]=[CH:9][C:5]([C:6](Cl)=[O:7])=[CH:4][C:3]=1[C:11]1[O:15][N:14]=[C:13]([CH2:16][N:17]2[C:25]3[C:20](=[C:21]([C:28]([F:31])([F:30])[F:29])[C:22]([C:26]#[N:27])=[CH:23][CH:24]=3)[CH:19]=[C:18]2[CH2:32][CH2:33][CH3:34])[N:12]=1.[NH3:35]. (5) Reactant: C(OC(=O)[NH:7][CH:8]1[CH2:13][CH2:12][CH:11]([NH:14][C:15]2[N:20]=[C:19]3[N:21](COCC[Si](C)(C)C)[N:22]=[C:23]([C:24]4[CH:29]=[CH:28][CH:27]=[C:26]([NH:30][CH2:31][C:32]5[CH:36]=[CH:35][S:34][CH:33]=5)[N:25]=4)[C:18]3=[CH:17][N:16]=2)[CH2:10][CH2:9]1)(C)(C)C.C(O)(C(F)(F)F)=O. Product: [S:34]1[CH:35]=[CH:36][C:32]([CH2:31][NH:30][C:26]2[N:25]=[C:24]([C:23]3[C:18]4[C:19](=[N:20][C:15]([NH:14][CH:11]5[CH2:12][CH2:13][CH:8]([NH2:7])[CH2:9][CH2:10]5)=[N:16][CH:17]=4)[NH:21][N:22]=3)[CH:29]=[CH:28][CH:27]=2)=[CH:33]1. The catalyst class is: 4. (6) Reactant: [Cl:1][C:2]1[CH:23]=[CH:22][C:5]([O:6][C:7]2[C:16]3[C:11](=[CH:12][C:13]([O:20][CH3:21])=[C:14]([C:17](O)=[O:18])[CH:15]=3)[N:10]=[CH:9][CH:8]=2)=[CH:4][C:3]=1[N+:24]([O-:26])=[O:25].CN.CO.[CH2:31]([N:33](CC)CC)C.F[P-](F)(F)(F)(F)F.N1(O[P+](N(C)C)(N(C)C)N(C)C)C2C=CC=CC=2N=N1. Product: [CH3:31][NH:33][C:17]([C:14]1[CH:15]=[C:16]2[C:11](=[CH:12][C:13]=1[O:20][CH3:21])[N:10]=[CH:9][CH:8]=[C:7]2[O:6][C:5]1[CH:22]=[CH:23][C:2]([Cl:1])=[C:3]([N+:24]([O-:26])=[O:25])[CH:4]=1)=[O:18]. The catalyst class is: 255. (7) Reactant: [NH2:1][C:2]1[CH:7]=[CH:6][C:5]([C:8]2[CH:13]=[CH:12][C:11]([CH:14]([N:22]([CH3:39])[C:23](=[O:38])[CH2:24][N:25]3[C:30]4[CH:31]=[C:32]([Cl:36])[C:33]([Cl:35])=[CH:34][C:29]=4[O:28][CH2:27][C:26]3=[O:37])[CH2:15][N:16]3[CH2:21][CH2:20][O:19][CH2:18][CH2:17]3)=[CH:10][CH:9]=2)=[CH:4][CH:3]=1.[N:40]([CH2:43][CH3:44])=[C:41]=[O:42].C(N(CC)CC)C. Product: [Cl:36][C:32]1[C:33]([Cl:35])=[CH:34][C:29]2[O:28][CH2:27][C:26](=[O:37])[N:25]([CH2:24][C:23]([N:22]([CH:14]([C:11]3[CH:12]=[CH:13][C:8]([C:5]4[CH:4]=[CH:3][C:2]([NH:1][C:41]([NH:40][CH2:43][CH3:44])=[O:42])=[CH:7][CH:6]=4)=[CH:9][CH:10]=3)[CH2:15][N:16]3[CH2:17][CH2:18][O:19][CH2:20][CH2:21]3)[CH3:39])=[O:38])[C:30]=2[CH:31]=1. The catalyst class is: 4.